This data is from Forward reaction prediction with 1.9M reactions from USPTO patents (1976-2016). The task is: Predict the product of the given reaction. (1) Given the reactants [CH2:1]([O:3][C:4](=[O:22])[CH2:5][CH2:6][N:7]([C:14](=[O:21])[CH2:15][CH2:16][CH2:17][CH2:18][CH2:19][NH2:20])[CH2:8][C:9]([O:11][CH2:12][CH3:13])=[O:10])[CH3:2].C(N(C(C)C)CC)(C)C.[CH3:32][C@@H:33]([C@@H:40]1[C@@:44]2([CH3:62])[CH2:45][CH2:46][CH:47]3[C@@:52]4([CH3:61])[CH2:53][CH2:54][CH:55]([O:57][C:58](Cl)=[O:59])[CH2:56][C:51]4=[CH:50][CH2:49][CH:48]3[CH:43]2[CH2:42][CH2:41]1)[CH2:34][CH2:35][CH2:36][CH:37]([CH3:39])[CH3:38].Cl, predict the reaction product. The product is: [CH2:1]([O:3][C:4](=[O:22])[CH2:5][CH2:6][N:7]([C:14](=[O:21])[CH2:15][CH2:16][CH2:17][CH2:18][CH2:19][NH:20][C:58]([O:57][CH:55]1[CH2:56][C:51]2[C:52]([CH3:61])([CH:47]3[CH:48]([CH2:49][CH:50]=2)[CH:43]2[C:44]([CH3:62])([CH:40]([CH:33]([CH3:32])[CH2:34][CH2:35][CH2:36][CH:37]([CH3:38])[CH3:39])[CH2:41][CH2:42]2)[CH2:45][CH2:46]3)[CH2:53][CH2:54]1)=[O:59])[CH2:8][C:9]([O:11][CH2:12][CH3:13])=[O:10])[CH3:2]. (2) Given the reactants [CH3:1][C:2]1[CH:7]=[C:6]([C:8]2[CH:13]=[CH:12][C:11]([NH2:14])=[CH:10][CH:9]=2)[CH:5]=[CH:4][N:3]=1.C1C(=O)N(OC(ON2C(=O)CCC2=O)=O)[C:17](=[O:18])C1.[F:33][C:34]([F:49])([F:48])[C:35]1[CH:36]=[C:37]([CH:45]([NH2:47])[CH3:46])[CH:38]=[C:39]([C:41]([F:44])([F:43])[F:42])[CH:40]=1.C(N(C(C)C)C(C)C)C, predict the reaction product. The product is: [F:33][C:34]([F:48])([F:49])[C:35]1[CH:36]=[C:37]([CH:45]([NH:47][C:17]([NH:14][C:11]2[CH:12]=[CH:13][C:8]([C:6]3[CH:5]=[CH:4][N:3]=[C:2]([CH3:1])[CH:7]=3)=[CH:9][CH:10]=2)=[O:18])[CH3:46])[CH:38]=[C:39]([C:41]([F:42])([F:43])[F:44])[CH:40]=1. (3) Given the reactants [C:1]([O:4][CH2:5][CH2:6]OCC)(=[O:3])[CH3:2].N([C:12]([CH3:18])([CH3:17])[C:13]([O:15][CH3:16])=[O:14])=N[C:12]([CH3:18])([CH3:17])[C:13]([O:15][CH3:16])=[O:14].[CH3:26][CH2:27][CH2:28][CH2:29][CH2:30][CH3:31], predict the reaction product. The product is: [C:1]([O:4][C:5]1[CH:6]=[CH:12][C:29]([CH:28]=[CH2:27])=[CH:30][CH:31]=1)(=[O:3])[CH3:2].[C:13]([O:15][C:30]([CH3:29])([CH3:31])[CH3:1])(=[O:14])[C:12]([CH3:18])=[CH2:17].[C:13]([O:15][CH2:16][C:28]1[CH:27]=[CH:26][CH:31]=[CH:30][CH:29]=1)(=[O:14])[CH:12]=[CH2:17]. (4) Given the reactants C([O:3][C:4](=[O:47])[CH:5]([C:10]1[CH:11]=[C:12]([C:37]2[CH:42]=[CH:41][C:40]([C:43]([F:46])([F:45])[F:44])=[CH:39][CH:38]=2)[CH:13]=[C:14]([CH:16]2[CH2:21][CH2:20][CH2:19][N:18]([CH2:22][C:23]3[CH:28]=[C:27]([C:29]([F:32])([F:31])[F:30])[CH:26]=[C:25]([C:33]([F:36])([F:35])[F:34])[CH:24]=3)[CH2:17]2)[CH:15]=1)[CH2:6][CH:7]([CH3:9])[CH3:8])C.[OH-].[K+], predict the reaction product. The product is: [F:32][C:29]([F:30])([F:31])[C:27]1[CH:28]=[C:23]([CH:24]=[C:25]([C:33]([F:34])([F:36])[F:35])[CH:26]=1)[CH2:22][N:18]1[CH2:19][CH2:20][CH2:21][CH:16]([C:14]2[CH:15]=[C:10]([CH:5]([CH2:6][CH:7]([CH3:9])[CH3:8])[C:4]([OH:47])=[O:3])[CH:11]=[C:12]([C:37]3[CH:42]=[CH:41][C:40]([C:43]([F:46])([F:44])[F:45])=[CH:39][CH:38]=3)[CH:13]=2)[CH2:17]1.